Dataset: Forward reaction prediction with 1.9M reactions from USPTO patents (1976-2016). Task: Predict the product of the given reaction. (1) Given the reactants [C:1]([C:4]1[CH:12]=[CH:11][C:7]([C:8]([OH:10])=O)=[CH:6][CH:5]=1)(=[O:3])[CH3:2].[CH:13]1([N:17]2[CH2:22][CH2:21][C:20]3([CH2:27][CH2:26][NH:25][CH2:24][CH2:23]3)[CH2:19][CH2:18]2)[CH2:16][CH2:15][CH2:14]1.F[P-](F)(F)(F)(F)F.N1(O[P+](N(C)C)(N(C)C)N(C)C)C2C=CC=CC=2N=N1, predict the reaction product. The product is: [CH:13]1([N:17]2[CH2:18][CH2:19][C:20]3([CH2:27][CH2:26][N:25]([C:8]([C:7]4[CH:6]=[CH:5][C:4]([C:1](=[O:3])[CH3:2])=[CH:12][CH:11]=4)=[O:10])[CH2:24][CH2:23]3)[CH2:21][CH2:22]2)[CH2:16][CH2:15][CH2:14]1. (2) Given the reactants [CH:1]1([C@H:4]([NH:8][C@H:9]([C:11]2[CH:16]=[CH:15][CH:14]=[CH:13][CH:12]=2)[CH3:10])[C:5]([OH:7])=[O:6])[CH2:3][CH2:2]1.[CH3:17][Si](C=[N+]=[N-])(C)C.C([O-])(O)=O.[Na+], predict the reaction product. The product is: [CH3:17][O:6][C:5](=[O:7])[C@H:4]([CH:1]1[CH2:3][CH2:2]1)[NH:8][C@H:9]([C:11]1[CH:16]=[CH:15][CH:14]=[CH:13][CH:12]=1)[CH3:10]. (3) Given the reactants Cl[C:2]1[N:3]=[CH:4][C:5]([C:10]([NH:12][CH2:13][C:14]2[S:18][C:17]([CH3:19])=[N:16][CH:15]=2)=[O:11])=[N:6][C:7]=1[CH2:8][CH3:9].[CH3:20][N:21](C)C=O, predict the reaction product. The product is: [C:20]([C:2]1[N:3]=[CH:4][C:5]([C:10]([NH:12][CH2:13][C:14]2[S:18][C:17]([CH3:19])=[N:16][CH:15]=2)=[O:11])=[N:6][C:7]=1[CH2:8][CH3:9])#[N:21]. (4) Given the reactants [H-].[Na+].[C:3]([N:22]1[N:26]=[N:25][C:24]([CH2:27][C:28]#[N:29])=[N:23]1)([C:16]1[CH:21]=[CH:20][CH:19]=[CH:18][CH:17]=1)([C:10]1[CH:15]=[CH:14][CH:13]=[CH:12][CH:11]=1)[C:4]1[CH:9]=[CH:8][CH:7]=[CH:6][CH:5]=1.C1(=O)CCCCC1.[I-].C[S+](C)(C)=O.[C:43]1(=[C:49](C2N=NN(C(C3C=CC=CC=3)(C3C=CC=CC=3)C3C=CC=CC=3)N=2)C#N)[CH2:48][CH2:47][CH2:46][CH2:45][CH2:44]1, predict the reaction product. The product is: [C:3]([N:22]1[N:26]=[N:25][C:24]([C:27]2([C:28]#[N:29])[C:43]3([CH2:48][CH2:47][CH2:46][CH2:45][CH2:44]3)[CH2:49]2)=[N:23]1)([C:4]1[CH:9]=[CH:8][CH:7]=[CH:6][CH:5]=1)([C:10]1[CH:15]=[CH:14][CH:13]=[CH:12][CH:11]=1)[C:16]1[CH:17]=[CH:18][CH:19]=[CH:20][CH:21]=1. (5) Given the reactants [NH2:1][C:2]1[C:7]([N+:8]([O-])=O)=[CH:6][CH:5]=[C:4]([Br:11])[N:3]=1.O.Cl, predict the reaction product. The product is: [NH2:1][C:2]1[C:7]([NH2:8])=[CH:6][CH:5]=[C:4]([Br:11])[N:3]=1. (6) Given the reactants [N:1]1[C:9]2[C:4](=[N:5][CH:6]=[C:7]([C:10]([NH:12][C@@:13]3([C:18]([O:20]CCCC)=[O:19])[CH2:17][CH2:16][O:15][CH2:14]3)=[O:11])[CH:8]=2)[NH:3][CH:2]=1.[OH-].[Li+], predict the reaction product. The product is: [N:1]1[C:9]2[C:4](=[N:5][CH:6]=[C:7]([C:10]([NH:12][C@@:13]3([C:18]([OH:20])=[O:19])[CH2:17][CH2:16][O:15][CH2:14]3)=[O:11])[CH:8]=2)[NH:3][CH:2]=1.